Dataset: Full USPTO retrosynthesis dataset with 1.9M reactions from patents (1976-2016). Task: Predict the reactants needed to synthesize the given product. (1) Given the product [C:7]([C:6]1[C:5]([CH3:10])=[CH:4][S:3][C:2]=1[NH:1][C:18](=[O:24])[C:19]([O:21][CH2:22][CH3:23])=[O:20])(=[O:8])[NH2:9], predict the reactants needed to synthesize it. The reactants are: [NH2:1][C:2]1[S:3][CH:4]=[C:5]([CH3:10])[C:6]=1[C:7]([NH2:9])=[O:8].N1C=CC=CC=1.Cl[C:18](=[O:24])[C:19]([O:21][CH2:22][CH3:23])=[O:20]. (2) Given the product [Si:1]([O:8][CH2:9][CH2:10][CH2:11][CH2:12][N:13]([S:14]([CH3:17])(=[O:16])=[O:15])[C:18]1[C:35]([CH:36]2[CH2:38][CH2:37]2)=[CH:34][C:21]2[C:22]([C:32](=[NH:33])[NH:39][OH:40])=[C:23]([C:25]3[CH:26]=[CH:27][C:28]([F:31])=[CH:29][CH:30]=3)[O:24][C:20]=2[CH:19]=1)([C:4]([CH3:7])([CH3:5])[CH3:6])([CH3:3])[CH3:2], predict the reactants needed to synthesize it. The reactants are: [Si:1]([O:8][CH2:9][CH2:10][CH2:11][CH2:12][N:13]([C:18]1[C:35]([CH:36]2[CH2:38][CH2:37]2)=[CH:34][C:21]2[C:22]([C:32]#[N:33])=[C:23]([C:25]3[CH:30]=[CH:29][C:28]([F:31])=[CH:27][CH:26]=3)[O:24][C:20]=2[CH:19]=1)[S:14]([CH3:17])(=[O:16])=[O:15])([C:4]([CH3:7])([CH3:6])[CH3:5])([CH3:3])[CH3:2].[NH2:39][OH:40]. (3) Given the product [OH:21][C@@H:22]1[CH2:23][O:24][CH2:25][C@H:26]1[O:1][CH2:2][CH2:3][O:4][CH:5]1[CH2:10][CH2:9][N:8]([C:11]([O:13][CH2:14][C:15]2[CH:16]=[CH:17][CH:18]=[CH:19][CH:20]=2)=[O:12])[CH2:7][CH2:6]1, predict the reactants needed to synthesize it. The reactants are: [OH:1][CH2:2][CH2:3][O:4][CH:5]1[CH2:10][CH2:9][N:8]([C:11]([O:13][CH2:14][C:15]2[CH:20]=[CH:19][CH:18]=[CH:17][CH:16]=2)=[O:12])[CH2:7][CH2:6]1.[O:21]1[CH:26]2[CH:22]1[CH2:23][O:24][CH2:25]2.C(N(CC)CC)C.